This data is from Choline transporter screen with 302,306 compounds. The task is: Binary Classification. Given a drug SMILES string, predict its activity (active/inactive) in a high-throughput screening assay against a specified biological target. (1) The compound is O(Cc1c(onc1C)C)c1cc(C(=O)NC(C)(C)C)ccc1. The result is 0 (inactive). (2) The compound is S(=O)(=O)(N1C(CCC1)CNC(=O)C(=O)Nc1cc(F)ccc1)c1ccc(OC)cc1. The result is 0 (inactive). (3) The molecule is S(=O)(=O)(CCC(=O)NC1CCC(CC1)C)c1cc2NC(=O)C(Sc2cc1)C. The result is 0 (inactive). (4) The molecule is S=C1N(C(=O)/C(=C\NCCN2CCNCC2)C(=O)N1)c1c(OC)ccc(OC)c1. The result is 0 (inactive). (5) The drug is Clc1cc(n2c(cc(=O)cc2C)C)ccc1Cl. The result is 0 (inactive). (6) The compound is O=c1n(N\C=C2/C(=O)N(c3ccccc3)C(=O)NC2=O)c(=O)c2c3c1cccc3ccc2. The result is 0 (inactive). (7) The drug is O(c1cc(c([N+]([O-])=O)cc1)C)CC(=O)Nc1ccncc1. The result is 0 (inactive).